Dataset: Catalyst prediction with 721,799 reactions and 888 catalyst types from USPTO. Task: Predict which catalyst facilitates the given reaction. (1) Product: [CH2:3]([C:2]1[N:15]([S:12]([C:6]2[CH:11]=[CH:10][CH:9]=[CH:8][CH:7]=2)(=[O:14])=[O:13])[C:19]2=[N:20][CH:21]=[CH:22][CH:23]=[C:18]2[CH:1]=1)[CH3:4]. The catalyst class is: 56. Reactant: [CH2:1]([Li])[CH2:2][CH2:3][CH3:4].[C:6]1([S:12]([N:15]2[C:19]3=[N:20][CH:21]=[CH:22][CH:23]=[C:18]3C=C2)(=[O:14])=[O:13])[CH:11]=[CH:10][CH:9]=[CH:8][CH:7]=1.ICC.[Cl-].[NH4+]. (2) Reactant: [N+:1]([C:4]1[C:12]2[C:7](=[CH:8][CH:9]=[CH:10][C:11]=2[CH2:13][C:14]([O:16][C:17]([CH3:20])([CH3:19])[CH3:18])=[O:15])[NH:6][CH:5]=1)([O-:3])=[O:2].[H-].[Na+].Br[CH2:24][C:25]([O:27][CH2:28][CH3:29])=[O:26]. Product: [CH2:28]([O:27][C:25](=[O:26])[CH2:24][N:6]1[C:7]2[C:12](=[C:11]([CH2:13][C:14]([O:16][C:17]([CH3:20])([CH3:19])[CH3:18])=[O:15])[CH:10]=[CH:9][CH:8]=2)[C:4]([N+:1]([O-:3])=[O:2])=[CH:5]1)[CH3:29]. The catalyst class is: 3. (3) Reactant: [CH2:1]([O:3][C:4]([C:6]1[C:15]2[C:10](=[CH:11][CH:12]=[CH:13][C:14]=2[CH:16]=[CH2:17])[CH:9]=[CH:8][CH:7]=1)=[O:5])[CH3:2].C(O)(=O)C. Product: [CH2:1]([O:3][C:4]([C:6]1[C:15]2[C:10](=[CH:11][CH:12]=[CH:13][C:14]=2[CH2:16][CH3:17])[CH:9]=[CH:8][CH:7]=1)=[O:5])[CH3:2]. The catalyst class is: 50. (4) Reactant: [CH2:1]=[C:2]1[CH:8]2[CH2:9][CH:5]([CH2:6][CH2:7]2)[C:4](=[O:10])[O:3]1.C(N(CC)CC)C.[C-]#N.[K+].[CH3:21][C:22]1[N:30]=[C:29]([C:31]([F:34])([F:33])[F:32])[CH:28]=[CH:27][C:23]=1[C:24](Cl)=[O:25]. Product: [O:10]=[C:4]1[CH:5]2[CH2:9][CH:8]([CH2:7][CH2:6]2)[C:2]([O:3][C:24](=[O:25])[C:23]2[CH:27]=[CH:28][C:29]([C:31]([F:34])([F:32])[F:33])=[N:30][C:22]=2[CH3:21])=[CH:1]1. The catalyst class is: 10. (5) Reactant: Cl[C:2]1[C:3]2[N:10]([CH3:11])[CH:9]=[CH:8][C:4]=2[N:5]=[CH:6][N:7]=1.[OH:12][C:13]1[CH:14]=[C:15]([CH:19]=[CH:20][CH:21]=1)[C:16]([OH:18])=[O:17].C(=O)([O-])[O-].[Cs+].[Cs+]. Product: [CH3:11][N:10]1[C:3]2[C:2]([O:12][C:13]3[CH:14]=[C:15]([CH:19]=[CH:20][CH:21]=3)[C:16]([OH:18])=[O:17])=[N:7][CH:6]=[N:5][C:4]=2[CH:8]=[CH:9]1. The catalyst class is: 16. (6) Reactant: CS(O[CH:6]([CH3:29])[CH2:7][O:8][C@H:9]1[CH2:14][CH2:13][C@H:12]([C:15]2[O:16][C:17]3[CH:23]=[C:22]([O:24][CH2:25][CH:26]4[CH2:28][CH2:27]4)[CH:21]=[CH:20][C:18]=3[N:19]=2)[CH2:11][CH2:10]1)(=O)=O.[N-:30]=[N+:31]=[N-:32].[Na+]. Product: [N:30]([CH:6]([CH3:29])[CH2:7][O:8][C@H:9]1[CH2:14][CH2:13][C@H:12]([C:15]2[O:16][C:17]3[CH:23]=[C:22]([O:24][CH2:25][CH:26]4[CH2:28][CH2:27]4)[CH:21]=[CH:20][C:18]=3[N:19]=2)[CH2:11][CH2:10]1)=[N+:31]=[N-:32]. The catalyst class is: 3.